From a dataset of NCI-60 drug combinations with 297,098 pairs across 59 cell lines. Regression. Given two drug SMILES strings and cell line genomic features, predict the synergy score measuring deviation from expected non-interaction effect. (1) Drug 1: C1CN1P(=S)(N2CC2)N3CC3. Drug 2: C1C(C(OC1N2C=NC3=C(N=C(N=C32)Cl)N)CO)O. Cell line: COLO 205. Synergy scores: CSS=37.5, Synergy_ZIP=-4.97, Synergy_Bliss=-5.22, Synergy_Loewe=-8.35, Synergy_HSA=-0.383. (2) Drug 1: CC12CCC(CC1=CCC3C2CCC4(C3CC=C4C5=CN=CC=C5)C)O. Drug 2: CC1=C(C=C(C=C1)NC(=O)C2=CC=C(C=C2)CN3CCN(CC3)C)NC4=NC=CC(=N4)C5=CN=CC=C5. Cell line: SK-MEL-5. Synergy scores: CSS=-8.18, Synergy_ZIP=-1.86, Synergy_Bliss=-12.2, Synergy_Loewe=-15.0, Synergy_HSA=-13.8. (3) Drug 1: C1C(C(OC1N2C=NC3=C(N=C(N=C32)Cl)N)CO)O. Drug 2: CC1=C2C(C(=O)C3(C(CC4C(C3C(C(C2(C)C)(CC1OC(=O)C(C(C5=CC=CC=C5)NC(=O)OC(C)(C)C)O)O)OC(=O)C6=CC=CC=C6)(CO4)OC(=O)C)O)C)O. Cell line: 786-0. Synergy scores: CSS=-2.90, Synergy_ZIP=0.285, Synergy_Bliss=-0.785, Synergy_Loewe=-2.82, Synergy_HSA=-2.89.